Dataset: Full USPTO retrosynthesis dataset with 1.9M reactions from patents (1976-2016). Task: Predict the reactants needed to synthesize the given product. (1) Given the product [N:1]1[CH:9]=[C:8]2[C:4]([N:5]([CH2:13][C:14]3[CH:24]=[CH:23][C:17]4[N:18]=[C:19]([S:21][CH3:22])[O:20][C:16]=4[CH:15]=3)[CH:6]=[N:7]2)=[N:3][CH:2]=1, predict the reactants needed to synthesize it. The reactants are: [N:1]1[CH:9]=[C:8]2[C:4]([NH:5][CH:6]=[N:7]2)=[N:3][CH:2]=1.[H-].[Na+].Cl[CH2:13][C:14]1[CH:24]=[CH:23][C:17]2[N:18]=[C:19]([S:21][CH3:22])[O:20][C:16]=2[CH:15]=1.O. (2) The reactants are: [Cl:1][C:2]1[CH:17]=[CH:16][C:5]2[N:6]([CH:12]3[CH2:15][CH2:14][CH2:13]3)[CH:7]=[N:8][S:9](=[O:11])(=[O:10])[C:4]=2[CH:3]=1.[BH4-].[Na+]. Given the product [Cl:1][C:2]1[CH:17]=[CH:16][C:5]2[N:6]([CH:12]3[CH2:13][CH2:14][CH2:15]3)[CH2:7][NH:8][S:9](=[O:11])(=[O:10])[C:4]=2[CH:3]=1, predict the reactants needed to synthesize it. (3) Given the product [CH3:1][O:2][C:3]1[CH:4]=[C:5]([CH:6]=[CH:7][C:8]=1[O:9][CH3:10])[CH2:11][O:12][C:23]1[CH:22]=[CH:21][C:16]([C:17]([O:19][CH3:20])=[O:18])=[CH:15][C:14]=1[Cl:13], predict the reactants needed to synthesize it. The reactants are: [CH3:1][O:2][C:3]1[CH:4]=[C:5]([CH2:11][OH:12])[CH:6]=[CH:7][C:8]=1[O:9][CH3:10].[Cl:13][C:14]1[CH:15]=[C:16]([CH:21]=[CH:22][C:23]=1O)[C:17]([O:19][CH3:20])=[O:18].C1(P(C2C=CC=CC=2)C2C=CC=CC=2)C=CC=CC=1.CCOC(/N=N/C(OCC)=O)=O. (4) Given the product [CH3:1][S:2][C:3]1[CH:8]=[CH:7][C:6]([C:9]2([CH:18]3[CH2:23][CH2:22][N:21]([CH:25]([CH3:39])[CH2:26][CH2:27][NH2:28])[CH2:20][CH2:19]3)[O:13][C:12]3[CH:14]=[CH:15][CH:16]=[CH:17][C:11]=3[O:10]2)=[CH:5][CH:4]=1, predict the reactants needed to synthesize it. The reactants are: [CH3:1][S:2][C:3]1[CH:8]=[CH:7][C:6]([C:9]2([CH:18]3[CH2:23][CH2:22][NH:21][CH2:20][CH2:19]3)[O:13][C:12]3[CH:14]=[CH:15][CH:16]=[CH:17][C:11]=3[O:10]2)=[CH:5][CH:4]=1.O=[C:25]([CH3:39])[CH2:26][CH2:27][N:28]1C(=O)C2C(=CC=CC=2)C1=O. (5) Given the product [CH3:1][C:2]1([CH3:28])[CH2:6][C:5]2[C:7]([CH3:27])=[C:8]([N:13]3[CH2:18][CH2:17][N:16]([C:19]4[CH:20]=[CH:21][C:22]([CH2:23][NH2:24])=[CH:25][CH:26]=4)[CH2:15][CH2:14]3)[C:9]([CH3:12])=[C:10]([CH3:11])[C:4]=2[O:3]1, predict the reactants needed to synthesize it. The reactants are: [CH3:1][C:2]1([CH3:28])[CH2:6][C:5]2[C:7]([CH3:27])=[C:8]([N:13]3[CH2:18][CH2:17][N:16]([C:19]4[CH:26]=[CH:25][C:22]([C:23]#[N:24])=[CH:21][CH:20]=4)[CH2:15][CH2:14]3)[C:9]([CH3:12])=[C:10]([CH3:11])[C:4]=2[O:3]1.[H-].[Al+3].[Li+].[H-].[H-].[H-]. (6) Given the product [CH2:12]([O:1][C:2]1[CH:9]=[CH:8][C:5]([CH:6]=[O:7])=[CH:4][C:3]=1[CH3:10])[CH2:13][CH2:14][CH2:15][CH3:16], predict the reactants needed to synthesize it. The reactants are: [OH:1][C:2]1[CH:9]=[CH:8][C:5]([CH:6]=[O:7])=[CH:4][C:3]=1[CH3:10].Br[CH2:12][CH2:13][CH2:14][CH2:15][CH3:16]. (7) Given the product [Br:18][CH2:15][CH2:14][C:4]1[CH:3]=[C:2]([Cl:1])[CH:7]=[CH:6][C:5]=1[C:8]1[CH:13]=[CH:12][CH:11]=[CH:10][CH:9]=1, predict the reactants needed to synthesize it. The reactants are: [Cl:1][C:2]1[CH:7]=[CH:6][C:5]([C:8]2[CH:13]=[CH:12][CH:11]=[CH:10][CH:9]=2)=[C:4]([CH2:14][CH2:15]O)[CH:3]=1.P(Br)(Br)[Br:18].O.